This data is from Forward reaction prediction with 1.9M reactions from USPTO patents (1976-2016). The task is: Predict the product of the given reaction. (1) Given the reactants CON(C)[C:4]([CH:6]1[CH2:9][CH:8]([CH2:10][CH:11]([CH2:14][CH3:15])[CH2:12][CH3:13])[CH2:7]1)=[O:5].[H-].C([Al+]CC(C)C)C(C)C.S(=O)(=O)(O)O, predict the reaction product. The product is: [CH2:14]([CH:11]([CH2:12][CH3:13])[CH2:10][CH:8]1[CH2:9][CH:6]([CH:4]=[O:5])[CH2:7]1)[CH3:15]. (2) Given the reactants [F:1][C:2]([F:14])([F:13])[C:3]1[S:4][CH:5]=[C:6]([C:8](OCC)=[O:9])[N:7]=1.[H-].[H-].[H-].[H-].[Li+].[Al+3], predict the reaction product. The product is: [F:14][C:2]([F:1])([F:13])[C:3]1[S:4][CH:5]=[C:6]([CH2:8][OH:9])[N:7]=1.